Dataset: Full USPTO retrosynthesis dataset with 1.9M reactions from patents (1976-2016). Task: Predict the reactants needed to synthesize the given product. (1) Given the product [F:13][C:14]1[CH:15]=[C:16]2[C:17](=[CH:18][CH:19]=1)[C:20]([OH:21])=[C:2]([C:1]([O:10][CH2:11][CH3:12])=[O:9])[C:3]([C:4]([O:6][CH2:7][CH3:8])=[O:5])=[C:24]2[OH:25], predict the reactants needed to synthesize it. The reactants are: [C:1]([O:10][CH2:11][CH3:12])(=[O:9])[CH2:2][CH2:3][C:4]([O:6][CH2:7][CH3:8])=[O:5].[F:13][C:14]1[CH:15]=[C:16]([C:24](OC)=[O:25])[C:17]([C:20](OC)=[O:21])=[CH:18][CH:19]=1.[Li+].C[Si]([N-][Si](C)(C)C)(C)C.Cl. (2) Given the product [CH:1](=[N:18][C:14]1[CH:15]=[N:16][CH:17]=[C:12]([O:11][CH:10]([F:19])[F:9])[CH:13]=1)[C:2]1[CH:7]=[CH:6][CH:5]=[CH:4][CH:3]=1, predict the reactants needed to synthesize it. The reactants are: [CH:1](=O)[C:2]1[CH:7]=[CH:6][CH:5]=[CH:4][CH:3]=1.[F:9][CH:10]([F:19])[O:11][C:12]1[CH:13]=[C:14]([NH2:18])[CH:15]=[N:16][CH:17]=1.